From a dataset of Catalyst prediction with 721,799 reactions and 888 catalyst types from USPTO. Predict which catalyst facilitates the given reaction. (1) Product: [CH:3]12[CH2:9][CH:7]3[CH2:6][CH:5]([CH2:10][CH:1]([CH2:8]3)[CH:2]1[C:11]([O:13][CH3:16])=[O:12])[CH2:4]2. Reactant: [CH:1]12[CH2:10][CH:5]3[CH2:6][CH:7]([CH2:9][CH:3]([CH2:4]3)[CH:2]1[C:11]([OH:13])=[O:12])[CH2:8]2.CO.[CH3:16][Si](C=[N+]=[N-])(C)C. The catalyst class is: 13. (2) Reactant: [O:1]1[CH2:6][CH2:5][O:4][C:3]2[CH:7]=[C:8]([OH:11])[CH:9]=[CH:10][C:2]1=2.C([Mg]Cl)(C)C.[Br:17][C:18]1[CH:19]=[C:20]2[C:24](=[CH:25][CH:26]=1)[N:23]([CH2:27][C:28]1[CH:33]=[CH:32][CH:31]=[CH:30][N:29]=1)[C:22](=[O:34])[C:21]2=[O:35].[Cl-].[NH4+]. Product: [Br:17][C:18]1[CH:19]=[C:20]2[C:24](=[CH:25][CH:26]=1)[N:23]([CH2:27][C:28]1[CH:33]=[CH:32][CH:31]=[CH:30][N:29]=1)[C:22](=[O:34])[C:21]2([OH:35])[C:9]1[C:8]([OH:11])=[CH:7][C:3]2[O:4][CH2:5][CH2:6][O:1][C:2]=2[CH:10]=1. The catalyst class is: 4.